Task: Regression. Given two drug SMILES strings and cell line genomic features, predict the synergy score measuring deviation from expected non-interaction effect.. Dataset: NCI-60 drug combinations with 297,098 pairs across 59 cell lines Drug 1: C1CCC(C(C1)N)N.C(=O)(C(=O)[O-])[O-].[Pt+4]. Drug 2: C1C(C(OC1N2C=NC3=C2NC=NCC3O)CO)O. Cell line: NCI-H226. Synergy scores: CSS=18.8, Synergy_ZIP=-1.92, Synergy_Bliss=1.36, Synergy_Loewe=0.908, Synergy_HSA=2.45.